This data is from Forward reaction prediction with 1.9M reactions from USPTO patents (1976-2016). The task is: Predict the product of the given reaction. Given the reactants [OH:1][C:2]1[N:10]=[CH:9][CH:8]=[CH:7][C:3]=1[C:4]([OH:6])=[O:5].[OH-].[K+].CO.I[CH2:16][CH2:17][CH2:18][CH3:19], predict the reaction product. The product is: [CH2:16]([N:10]1[CH:9]=[CH:8][CH:7]=[C:3]([C:4]([OH:6])=[O:5])[C:2]1=[O:1])[CH2:17][CH2:18][CH3:19].